The task is: Predict the reactants needed to synthesize the given product.. This data is from Full USPTO retrosynthesis dataset with 1.9M reactions from patents (1976-2016). (1) Given the product [Si:8]([O:15][CH2:16][C@@H:17]([N:26]1[CH:31]=[CH:30][C:29]([C:32]2[CH:37]=[CH:36][N:35]=[C:34]([NH:7][CH:4]3[CH2:5][CH2:6][O:1][CH2:2][CH2:3]3)[N:33]=2)=[CH:28][C:27]1=[O:42])[C:18]1[CH:23]=[CH:22][C:21]([F:24])=[C:20]([Cl:25])[CH:19]=1)([C:11]([CH3:14])([CH3:12])[CH3:13])([CH3:10])[CH3:9], predict the reactants needed to synthesize it. The reactants are: [O:1]1[CH2:6][CH2:5][CH:4]([NH2:7])[CH2:3][CH2:2]1.[Si:8]([O:15][CH2:16][C@@H:17]([N:26]1[CH:31]=[CH:30][C:29]([C:32]2[CH:37]=[CH:36][N:35]=[C:34](S(C)(=O)=O)[N:33]=2)=[CH:28][C:27]1=[O:42])[C:18]1[CH:23]=[CH:22][C:21]([F:24])=[C:20]([Cl:25])[CH:19]=1)([C:11]([CH3:14])([CH3:13])[CH3:12])([CH3:10])[CH3:9]. (2) The reactants are: [Cl:1][C:2]1[N:3]=[CH:4][C:5]2[NH:6][C:7](=[O:20])[C:8]3([CH2:19][CH2:18]3)[CH2:9][N:10]([CH:13]3[CH2:17][CH2:16][CH2:15][CH2:14]3)[C:11]=2[N:12]=1.[H-].[Na+].[CH3:23]I. Given the product [Cl:1][C:2]1[N:3]=[CH:4][C:5]2[N:6]([CH3:23])[C:7](=[O:20])[C:8]3([CH2:18][CH2:19]3)[CH2:9][N:10]([CH:13]3[CH2:14][CH2:15][CH2:16][CH2:17]3)[C:11]=2[N:12]=1, predict the reactants needed to synthesize it. (3) Given the product [CH3:42][C:37]1[CH:36]=[C:35]([C:19]2[CH:20]=[CH:21][C:22]([O:23][CH3:24])=[C:17]([CH:18]=2)[CH2:16][NH:15][CH:12]2[CH2:13][CH2:14][CH:9]([N:8]([CH3:28])[C:1](=[O:2])[O:3][C:4]([CH3:7])([CH3:6])[CH3:5])[CH2:10][CH2:11]2)[CH:40]=[C:39]([CH3:41])[N:38]=1, predict the reactants needed to synthesize it. The reactants are: [C:1]([N:8]([CH3:28])[CH:9]1[CH2:14][CH2:13][CH:12]([NH:15][CH2:16][C:17]2[CH:18]=[C:19](B(O)O)[CH:20]=[CH:21][C:22]=2[O:23][CH3:24])[CH2:11][CH2:10]1)([O:3][C:4]([CH3:7])([CH3:6])[CH3:5])=[O:2].FC(F)(F)S(O[C:35]1[CH:40]=[C:39]([CH3:41])[N:38]=[C:37]([CH3:42])[CH:36]=1)(=O)=O. (4) Given the product [CH:1]([N:4]1[CH:8]([C:9]2[CH:10]=[C:11]([C:15]3[CH:20]=[CH:19][CH:18]=[C:17]([S:21]([CH3:24])(=[O:22])=[O:23])[CH:16]=3)[CH:12]=[CH:13][CH:14]=2)[CH2:7][N:6]([S:29]([CH3:28])(=[O:31])=[O:30])[C:5]1=[O:25])([CH3:3])[CH3:2], predict the reactants needed to synthesize it. The reactants are: [CH:1]([N:4]1[CH:8]([C:9]2[CH:10]=[C:11]([C:15]3[CH:20]=[CH:19][CH:18]=[C:17]([S:21]([CH3:24])(=[O:23])=[O:22])[CH:16]=3)[CH:12]=[CH:13][CH:14]=2)[CH2:7][NH:6][C:5]1=[O:25])([CH3:3])[CH3:2].[H-].[Na+].[CH3:28][S:29](Cl)(=[O:31])=[O:30]. (5) Given the product [C:19]([O:23][C:24](=[O:44])[NH:25][C@@H:26]1[CH2:34][C:33]2[C:28](=[CH:29][CH:30]=[CH:31][CH:32]=2)[C@H:27]1[CH2:35][OH:36])([CH3:22])([CH3:20])[CH3:21], predict the reactants needed to synthesize it. The reactants are: [F-].C([N+](CCCC)(CCCC)CCCC)CCC.[C:19]([O:23][C:24](=[O:44])[NH:25][C@@H:26]1[CH2:34][C:33]2[C:28](=[CH:29][CH:30]=[CH:31][CH:32]=2)[C@H:27]1[CH2:35][O:36][Si](C(C)(C)C)(C)C)([CH3:22])([CH3:21])[CH3:20]. (6) Given the product [OH:33][CH2:32][CH2:31][CH2:30][N:28]1[CH:29]=[C:25]([C:8]2[CH:7]=[CH:6][C:5]([N+:20]([O-:22])=[O:21])=[C:4]3[C:9]=2[CH2:10][N:2]([CH3:1])[C:3]3=[O:23])[CH:26]=[N:27]1, predict the reactants needed to synthesize it. The reactants are: [CH3:1][N:2]1[CH2:10][C:9]2[C:4](=[C:5]([N+:20]([O-:22])=[O:21])[CH:6]=[CH:7][C:8]=2B2OC(C)(C)C(C)(C)O2)[C:3]1=[O:23].Br[C:25]1[CH:26]=[N:27][N:28]([CH2:30][CH2:31][CH2:32][OH:33])[CH:29]=1.ClCCl.C(=O)([O-])[O-].[K+].[K+]. (7) Given the product [Cl:29][C:27]1[N:26]=[N:25][C:24]([O:11][C:5]2[C:6]([CH3:10])=[CH:7][CH:8]=[CH:9][C:4]=2[CH:1]2[CH2:3][CH2:2]2)=[C:23]([OH:22])[CH:28]=1, predict the reactants needed to synthesize it. The reactants are: [CH:1]1([C:4]2[CH:9]=[CH:8][CH:7]=[C:6]([CH3:10])[C:5]=2[OH:11])[CH2:3][CH2:2]1.ClC1C=CC=CC=1Cl.[OH-].[Na+].[OH:22][C:23]1[CH:28]=[C:27]([Cl:29])[N:26]=[N:25][C:24]=1Cl.